From a dataset of Full USPTO retrosynthesis dataset with 1.9M reactions from patents (1976-2016). Predict the reactants needed to synthesize the given product. (1) Given the product [CH3:4][C:3]1([CH2:7][OH:8])[CH2:5][O:6][C:11]([CH3:13])([CH3:12])[O:1][CH2:2]1, predict the reactants needed to synthesize it. The reactants are: [OH:1][CH2:2][C:3]([CH2:7][OH:8])([CH2:5][OH:6])[CH3:4].CO[C:11]([CH3:13])=[CH2:12]. (2) The reactants are: [OH:1][C:2]1[CH:7]=[C:6]([CH3:8])[C:5]([NH:9][CH:10]=[O:11])=[C:4]([CH3:12])[C:3]=1[CH3:13].Br[CH2:15][C:16]([CH3:24])=[CH:17][C:18]1[CH:23]=[CH:22][CH:21]=[CH:20][CH:19]=1. Given the product [CH3:12][C:4]1[C:3]([CH3:13])=[C:2]([O:1][CH2:15][C:16]([CH3:24])=[CH:17][C:18]2[CH:23]=[CH:22][CH:21]=[CH:20][CH:19]=2)[CH:7]=[C:6]([CH3:8])[C:5]=1[NH:9][CH:10]=[O:11], predict the reactants needed to synthesize it. (3) Given the product [CH3:1][O:2][C:3]1[CH:4]=[C:5]([NH:11][C:12]2[C:13]3[N:29]=[CH:28][S:27][C:14]=3[N:15]=[C:16]([N:18]3[CH2:23][CH2:22][CH2:21][CH:20]([C:24]([NH:30][C:31]4[CH:40]=[CH:39][C:34]([C:35]([O:37][CH3:38])=[O:36])=[C:33]([O:41][CH3:42])[CH:32]=4)=[O:25])[CH2:19]3)[N:17]=2)[CH:6]=[CH:7][C:8]=1[O:9][CH3:10], predict the reactants needed to synthesize it. The reactants are: [CH3:1][O:2][C:3]1[CH:4]=[C:5]([NH:11][C:12]2[C:13]3[N:29]=[CH:28][S:27][C:14]=3[N:15]=[C:16]([N:18]3[CH2:23][CH2:22][CH2:21][CH:20]([C:24](O)=[O:25])[CH2:19]3)[N:17]=2)[CH:6]=[CH:7][C:8]=1[O:9][CH3:10].[NH2:30][C:31]1[CH:40]=[CH:39][C:34]([C:35]([O:37][CH3:38])=[O:36])=[C:33]([O:41][CH3:42])[CH:32]=1.CN1C=CN=C1.CCN=C=NCCCN(C)C.